From a dataset of HIV replication inhibition screening data with 41,000+ compounds from the AIDS Antiviral Screen. Binary Classification. Given a drug SMILES string, predict its activity (active/inactive) in a high-throughput screening assay against a specified biological target. (1) The drug is O=C1OC(C2Cc3ccccc3C2=O)c2ccccc21. The result is 0 (inactive). (2) The compound is Cc1nc(C(N)=S)sc1C(=O)CC(=O)C(=O)Nc1ccccc1[N+](=O)[O-]. The result is 0 (inactive). (3) The drug is Cn1c(=O)c2nc(NCCO)cnc2n(C)c1=O. The result is 0 (inactive). (4) The drug is CC1NOC(=O)C1N=Nc1ccccc1Cl. The result is 0 (inactive). (5) The compound is C[C-]1[N+](=O)C(C)(C)N(N=O)C1(C)C. The result is 0 (inactive). (6) The drug is CC(C)CC(NC(=O)C(CO)NC(=O)C(CCCCN)NC(=O)C(CCCCN)NC(=O)C(NC(=O)CNC(=O)C(NC(=O)C(CO)NC(=O)C(NC(=O)C(NC(=O)C(CO)NC(=O)C(CC(N)=O)NC(=O)C1CCC(=O)N1)C(C)C)C(C)C)C(C)O)C(C)C)C(=O)NC(Cc1ccccc1)C(=O)NC(CCC(N)=O)C(=O)O. The result is 0 (inactive).